Dataset: Reaction yield outcomes from USPTO patents with 853,638 reactions. Task: Predict the reaction yield, written as a fraction of the theoretical maximum amount of product (1.0 means a 100% yield; for example, 0.34 means a 34% yield). (1) The reactants are [Br:1][C:2]1[CH:3]=[C:4]([F:17])[C:5]2[O:10][CH2:9][C:8](=[O:11])[N:7]([CH2:12][CH2:13][CH2:14]Cl)[C:6]=2[CH:16]=1.C([O-])([O-])=O.[K+].[K+].[Na+].[I-].[CH2:26]([CH:30]1[CH2:35][CH2:34][NH:33][CH2:32][CH2:31]1)[CH2:27][CH2:28][CH3:29]. The catalyst is C(Cl)Cl.CO. The product is [Br:1][C:2]1[CH:3]=[C:4]([F:17])[C:5]2[O:10][CH2:9][C:8](=[O:11])[N:7]([CH2:12][CH2:13][CH2:14][N:33]3[CH2:34][CH2:35][CH:30]([CH2:26][CH2:27][CH2:28][CH3:29])[CH2:31][CH2:32]3)[C:6]=2[CH:16]=1. The yield is 0.350. (2) The reactants are [O:1]1[CH2:6][CH:5]=[C:4](OS(C(F)(F)F)(=O)=O)[CH2:3][CH2:2]1.CC1(C)COB([C:22]2[CH:43]=[CH:42][C:25]3[C:26]4[N:30]([CH2:31][CH2:32][O:33][C:24]=3[CH:23]=2)[CH:29]=[C:28]([C:34]2[N:35]([CH:39]([CH3:41])[CH3:40])[N:36]=[CH:37][N:38]=2)[N:27]=4)OC1.C(=O)([O-])[O-].[Cs+].[Cs+].COCCOC. The catalyst is C(Cl)Cl.O. The product is [O:1]1[CH2:6][CH:5]=[C:4]([C:22]2[CH:43]=[CH:42][C:25]3[C:26]4[N:30]([CH2:31][CH2:32][O:33][C:24]=3[CH:23]=2)[CH:29]=[C:28]([C:34]2[N:35]([CH:39]([CH3:41])[CH3:40])[N:36]=[CH:37][N:38]=2)[N:27]=4)[CH2:3][CH2:2]1. The yield is 0.390. (3) The reactants are [CH2:1]([C:8]1[O:12][C:11]([CH:13]=O)=[CH:10][CH:9]=1)[C:2]1[CH:7]=[CH:6][CH:5]=[CH:4][CH:3]=1.[NH3:15].CO. The catalyst is [Ni]. The product is [CH2:1]([C:8]1[O:12][C:11]([CH2:13][NH2:15])=[CH:10][CH:9]=1)[C:2]1[CH:7]=[CH:6][CH:5]=[CH:4][CH:3]=1. The yield is 0.658. (4) The reactants are [H-].[Na+].[C:3]([O:7][C:8]([N:10]1[CH2:15][CH2:14][N:13]([C:16]2[CH:21]=[CH:20][C:19]([O:22][CH2:23][CH2:24][CH2:25][OH:26])=[CH:18][CH:17]=2)[C@@H:12]([CH2:27][O:28][CH2:29][C:30]2[CH:35]=[CH:34][C:33]([O:36][CH3:37])=[CH:32][CH:31]=2)[CH2:11]1)=[O:9])([CH3:6])([CH3:5])[CH3:4].[Cl:38][C:39]1[CH:46]=[CH:45][C:42]([CH2:43]Cl)=[CH:41][CH:40]=1. The catalyst is CN(C)C=O.C1OCCOCCOCCOCCOC1. The product is [C:3]([O:7][C:8]([N:10]1[CH2:15][CH2:14][N:13]([C:16]2[CH:17]=[CH:18][C:19]([O:22][CH2:23][CH2:24][CH2:25][O:26][CH2:43][C:42]3[CH:45]=[CH:46][C:39]([Cl:38])=[CH:40][CH:41]=3)=[CH:20][CH:21]=2)[C@@H:12]([CH2:27][O:28][CH2:29][C:30]2[CH:31]=[CH:32][C:33]([O:36][CH3:37])=[CH:34][CH:35]=2)[CH2:11]1)=[O:9])([CH3:5])([CH3:6])[CH3:4]. The yield is 0.540. (5) The reactants are [CH2:1]([N:3]1[C:11]2[C:6](=[CH:7][CH:8]=[C:9]([O:12][CH3:13])[CH:10]=2)[C:5]([C:14]#[N:15])=[C:4]1[C:16]1[CH:21]=[CH:20][C:19]([O:22][CH2:23][CH2:24]O)=[CH:18][CH:17]=1)[CH3:2].C1C=CC(P(C2C=CC=CC=2)C2C=CC=CC=2)=CC=1.[Br:45]N1C(=O)CCC1=O. The catalyst is C(Cl)Cl. The product is [Br:45][CH2:24][CH2:23][O:22][C:19]1[CH:20]=[CH:21][C:16]([C:4]2[N:3]([CH2:1][CH3:2])[C:11]3[C:6]([C:5]=2[C:14]#[N:15])=[CH:7][CH:8]=[C:9]([O:12][CH3:13])[CH:10]=3)=[CH:17][CH:18]=1. The yield is 0.950.